This data is from Peptide-MHC class II binding affinity with 134,281 pairs from IEDB. The task is: Regression. Given a peptide amino acid sequence and an MHC pseudo amino acid sequence, predict their binding affinity value. This is MHC class II binding data. (1) The peptide sequence is KSILLIMNANTLMGR. The MHC is DRB1_0701 with pseudo-sequence DRB1_0701. The binding affinity (normalized) is 0.658. (2) The peptide sequence is GEEYLILSARDVLAV. The MHC is DRB1_1201 with pseudo-sequence DRB1_1201. The binding affinity (normalized) is 0.379. (3) The MHC is DRB1_1501 with pseudo-sequence DRB1_1501. The peptide sequence is HELQIVDKIDAAFKI. The binding affinity (normalized) is 0.473. (4) The peptide sequence is PVGDIYKRWIILGLNKIV. The MHC is DRB1_0301 with pseudo-sequence DRB1_0301. The binding affinity (normalized) is 0.175. (5) The peptide sequence is MATFKIQPVFMVASFLKA. The MHC is DRB1_0301 with pseudo-sequence DRB1_0301. The binding affinity (normalized) is 0.0483. (6) The peptide sequence is LFDFNKNAIEKLNNQ. The MHC is DRB1_0101 with pseudo-sequence DRB1_0101. The binding affinity (normalized) is 0.450.